The task is: Predict the reactants needed to synthesize the given product.. This data is from Full USPTO retrosynthesis dataset with 1.9M reactions from patents (1976-2016). (1) The reactants are: [CH:1](=O)[CH2:2][CH3:3].S(=O)(=O)(O)O.[CH3:10][C:11]1[CH:16]=[C:15]([CH3:17])[CH:14]=[CH:13][C:12]=1[C:18]1[C:19]2[N:20]([C:24]([NH2:29])=[C:25]([CH2:27][CH3:28])[N:26]=2)[N:21]=[CH:22][CH:23]=1.[BH4-].[Na+].[OH-].[Na+].O1C[CH2:37][CH2:36][CH2:35]1. Given the product [CH3:10][C:11]1[CH:16]=[C:15]([CH3:17])[CH:14]=[CH:13][C:12]=1[C:18]1[C:19]2[N:20]([C:24]([N:29]([CH2:35][CH2:36][CH3:37])[CH2:1][CH2:2][CH3:3])=[C:25]([CH2:27][CH3:28])[N:26]=2)[N:21]=[CH:22][CH:23]=1, predict the reactants needed to synthesize it. (2) The reactants are: [OH-].[Na+].Cl.[C:4]([C:8]([C:11]([O:14][CH:15]([C:17]([O:20][CH2:21][C:22]([C:25]([OH:27])=[O:26])([F:24])[F:23])([F:19])[F:18])[F:16])([F:13])[F:12])([F:10])[F:9])([F:7])([F:6])[F:5].[NH3:28]. Given the product [C:4]([C:8]([C:11]([O:14][CH:15]([C:17]([O:20][CH2:21][C:22]([C:25]([O-:27])=[O:26])([F:24])[F:23])([F:19])[F:18])[F:16])([F:13])[F:12])([F:10])[F:9])([F:7])([F:6])[F:5].[NH4+:28], predict the reactants needed to synthesize it. (3) Given the product [C:1]([OH:13])(=[O:12])[CH2:2][C:3]([CH2:8][C:9]([OH:11])=[O:10])([C:5]([OH:7])=[O:6])[OH:4].[CH2:53]([N:16]([CH2:14][CH3:15])[CH2:17][CH2:18][N:19]([CH2:37][CH2:38][NH:39][CH2:40][CH2:41][C:42]1[C:50]2[S:49][C:48](=[O:51])[NH:47][C:46]=2[C:45]([OH:52])=[CH:44][CH:43]=1)[C:20](=[O:36])[CH2:21][CH2:22][O:23][CH2:24][CH2:25][C:26]1[C:35]2[C:30](=[CH:31][CH:32]=[CH:33][CH:34]=2)[CH:29]=[CH:28][CH:27]=1)[CH3:54], predict the reactants needed to synthesize it. The reactants are: [C:1]([OH:13])(=[O:12])[CH2:2][C:3]([CH2:8][C:9]([OH:11])=[O:10])([C:5]([OH:7])=[O:6])[OH:4].[CH2:14]([N:16]([CH2:53][CH3:54])[CH2:17][CH2:18][N:19]([CH2:37][CH2:38][NH:39][CH2:40][CH2:41][C:42]1[C:50]2[S:49][C:48](=[O:51])[NH:47][C:46]=2[C:45]([OH:52])=[CH:44][CH:43]=1)[C:20](=[O:36])[CH2:21][CH2:22][O:23][CH2:24][CH2:25][C:26]1[C:35]2[C:30](=[CH:31][CH:32]=[CH:33][CH:34]=2)[CH:29]=[CH:28][CH:27]=1)[CH3:15]. (4) Given the product [OH:77][C@H:74]1[CH2:75][CH2:76][N:72]([C:2]2[C:11]3[C:6](=[CH:7][CH:8]=[C:9]([C:12]([OH:14])=[O:13])[CH:10]=3)[N:5]=[C:4]([C:16]([F:19])([F:18])[F:17])[CH:3]=2)[CH2:73]1, predict the reactants needed to synthesize it. The reactants are: Cl[C:2]1[C:11]2[C:6](=[CH:7][CH:8]=[C:9]([C:12]([O:14]C)=[O:13])[CH:10]=2)[N:5]=[C:4]([C:16]([F:19])([F:18])[F:17])[CH:3]=1.C1C=CC(P(C2C(C3C(P(C4C=CC=CC=4)C4C=CC=CC=4)=CC=C4C=3C=CC=C4)=C3C(C=CC=C3)=CC=2)C2C=CC=CC=2)=CC=1.C(=O)([O-])[O-].[Cs+].[Cs+].[NH:72]1[CH2:76][CH2:75][C@H:74]([OH:77])[CH2:73]1. (5) Given the product [F:1][CH:14]1[CH2:13][CH:18]2[CH2:19][CH:15]1[CH:16]([C:30]([O:32][CH2:33][CH3:34])=[O:31])[N:17]2[S:20]([C:23]1[CH:28]=[CH:27][C:26]([F:29])=[CH:25][CH:24]=1)(=[O:21])=[O:22], predict the reactants needed to synthesize it. The reactants are: [F:1]C1C=CC(S(Cl)(=O)=O)=CC=1.F[CH:13]1[CH:18]2[CH2:19][CH:15]([CH:16]([C:30]([O:32][CH2:33][CH3:34])=[O:31])[N:17]2[S:20]([C:23]2[CH:28]=[CH:27][C:26]([F:29])=[CH:25][CH:24]=2)(=[O:22])=[O:21])[CH2:14]1. (6) Given the product [Br:1][C:2]1[CH:3]=[N:4][C:5]2[N:6]([CH:8]=[C:9]([CH2:11][O:19][C:13]3[CH:18]=[CH:17][CH:16]=[CH:15][CH:14]=3)[N:10]=2)[CH:7]=1, predict the reactants needed to synthesize it. The reactants are: [Br:1][C:2]1[CH:3]=[N:4][C:5]2[N:6]([CH:8]=[C:9]([CH2:11]Cl)[N:10]=2)[CH:7]=1.[C:13]1([OH:19])[CH:18]=[CH:17][CH:16]=[CH:15][CH:14]=1.C(=O)([O-])[O-].[K+].[K+]. (7) Given the product [Br:1][C:2]1[CH:10]=[CH:9][C:5]([C:6]([NH:17][CH:14]([CH2:15][CH3:16])[CH2:13][CH3:12])=[O:8])=[C:4]([F:11])[CH:3]=1, predict the reactants needed to synthesize it. The reactants are: [Br:1][C:2]1[CH:10]=[CH:9][C:5]([C:6]([OH:8])=O)=[C:4]([F:11])[CH:3]=1.[CH3:12][CH2:13][CH:14]([NH2:17])[CH2:15][CH3:16]. (8) Given the product [NH2:1][C:2]1[N:7]=[C:6]([C:8]#[N:9])[C:5]([C:10]2[CH:15]=[CH:14][C:13]([C:27]3[C:28]([S:33]([NH:36][CH2:37][CH2:38][OH:39])(=[O:35])=[O:34])=[CH:29][CH:30]=[CH:31][CH:32]=3)=[CH:12][C:11]=2[F:25])=[N:4][CH:3]=1, predict the reactants needed to synthesize it. The reactants are: [NH2:1][C:2]1[N:7]=[C:6]([C:8]#[N:9])[C:5]([C:10]2[CH:15]=[CH:14][C:13](B3OC(C)(C)C(C)(C)O3)=[CH:12][C:11]=2[F:25])=[N:4][CH:3]=1.Br[C:27]1[CH:32]=[CH:31][CH:30]=[CH:29][C:28]=1[S:33]([NH:36][CH2:37][CH2:38][OH:39])(=[O:35])=[O:34]. (9) Given the product [C:29]([NH:28][C:20]1[CH:19]=[C:18]([C:15]2[CH:16]=[CH:17][C:12]3[N:13]([C:9]([C:6]4[CH:5]=[CH:4][C:3]([C:1]#[N:2])=[CH:8][CH:7]=4)=[CH:10][N:11]=3)[CH:14]=2)[CH:27]=[CH:26][C:21]=1[C:22]([OH:24])=[O:23])(=[O:30])[CH3:33], predict the reactants needed to synthesize it. The reactants are: [C:1]([C:3]1[CH:8]=[CH:7][C:6]([C:9]2[N:13]3[CH:14]=[C:15]([C:18]4[CH:27]=[CH:26][C:21]([C:22]([O:24]C)=[O:23])=[C:20]([NH:28][CH:29]=[O:30])[CH:19]=4)[CH:16]=[CH:17][C:12]3=[N:11][CH:10]=2)=[CH:5][CH:4]=1)#[N:2].[Li+].[OH-].[CH2:33]1COCC1.O.CCO. (10) The reactants are: Br[C:2]1[O:6][C:5]([C:7]2[C:12]([CH2:13][CH3:14])=[CH:11][CH:10]=[CH:9][C:8]=2[CH2:15][CH3:16])=[N:4][C:3]=1[C:17]1[CH:22]=[CH:21][CH:20]=[CH:19][CH:18]=1.[Li]CCCC.[O:28]1CCC[CH2:29]1. Given the product [CH2:15]([C:8]1[CH:9]=[CH:10][CH:11]=[C:12]([CH2:13][CH3:14])[C:7]=1[C:5]1[O:6][C:2]([CH:29]=[O:28])=[C:3]([C:17]2[CH:22]=[CH:21][CH:20]=[CH:19][CH:18]=2)[N:4]=1)[CH3:16], predict the reactants needed to synthesize it.